From a dataset of Forward reaction prediction with 1.9M reactions from USPTO patents (1976-2016). Predict the product of the given reaction. (1) Given the reactants [Br:1][C:2]1[CH:3]=[CH:4][C:5]2[C:6]3[CH2:14][N:13]([C:15]([O:17][C:18]([CH3:21])([CH3:20])[CH3:19])=[O:16])[CH2:12][CH2:11][C:7]=3[NH:8][C:9]=2[CH:10]=1.[OH-].[Na+].[S:24](Cl)([C:27]1[CH:33]=[CH:32][C:30]([CH3:31])=[CH:29][CH:28]=1)(=[O:26])=[O:25].CCOC(C)=O, predict the reaction product. The product is: [Br:1][C:2]1[CH:3]=[CH:4][C:5]2[C:6]3[CH2:14][N:13]([C:15]([O:17][C:18]([CH3:21])([CH3:20])[CH3:19])=[O:16])[CH2:12][CH2:11][C:7]=3[N:8]([S:24]([C:27]3[CH:33]=[CH:32][C:30]([CH3:31])=[CH:29][CH:28]=3)(=[O:26])=[O:25])[C:9]=2[CH:10]=1. (2) Given the reactants [CH3:1][O:2][C:3]([C:5]1[S:6][C:7]([CH3:13])=[C:8]([N+:10]([O-])=O)[CH:9]=1)=[O:4].[H][H], predict the reaction product. The product is: [CH3:1][O:2][C:3]([C:5]1[S:6][C:7]([CH3:13])=[C:8]([NH2:10])[CH:9]=1)=[O:4]. (3) The product is: [CH3:61][O:63][C:26]1[CH:31]=[CH:30][C:29]([NH:21][C:2]2[CH:16]=[CH:15][C:5]3[C:6](=[O:14])[NH:7][C:8]4[C:13]([C:4]=3[CH:3]=2)=[CH:12][CH:11]=[CH:10][N:9]=4)=[CH:28][CH:27]=1. Given the reactants Cl[C:2]1[CH:16]=[CH:15][C:5]2[C:6](=[O:14])[NH:7][C:8]3[C:13]([C:4]=2[CH:3]=1)=[CH:12][CH:11]=[CH:10][N:9]=3.COC1C=CC=CC=1[NH2:21].[CH:26]1(P([CH:26]2[CH2:31][CH2:30][CH2:29][CH2:28][CH2:27]2)C2C=CC=CC=2C2C(C(C)C)=CC(C(C)C)=CC=2C(C)C)[CH2:31][CH2:30][CH2:29][CH2:28][CH2:27]1.C[C:61](C)([O-:63])C.[Na+], predict the reaction product. (4) The product is: [Cl:1][C:2]1[CH:7]=[CH:6][N:5]=[C:4]([C:8]([NH:12][CH2:13][CH:14]2[CH2:16][CH2:15]2)=[O:10])[CH:3]=1. Given the reactants [Cl:1][C:2]1[CH:7]=[CH:6][N:5]=[C:4]([C:8]([OH:10])=O)[CH:3]=1.Cl.[NH2:12][CH2:13][CH:14]1[CH2:16][CH2:15]1.Cl.C(N=C=NCCCN(CC)CC)C.ON1C2C=CC=CC=2N=N1, predict the reaction product. (5) Given the reactants I[C:2]1[CH:3]=[CH:4][C:5]2[N:6]([CH:8]=[C:9]([NH:11][C:12]([CH:14]3[CH2:16][CH2:15]3)=[O:13])[N:10]=2)[N:7]=1.[NH2:17][C:18]1[CH:19]=[C:20]([OH:26])[CH:21]=[CH:22][C:23]=1[CH2:24][CH3:25].C(=O)([O-])[O-].[K+].[K+].CN(C)C=O, predict the reaction product. The product is: [NH2:17][C:18]1[CH:19]=[C:20]([CH:21]=[CH:22][C:23]=1[CH2:24][CH3:25])[O:26][C:2]1[CH:3]=[CH:4][C:5]2[N:6]([CH:8]=[C:9]([NH:11][C:12]([CH:14]3[CH2:16][CH2:15]3)=[O:13])[N:10]=2)[N:7]=1.